Task: Predict the product of the given reaction.. Dataset: Forward reaction prediction with 1.9M reactions from USPTO patents (1976-2016) (1) Given the reactants ClC1C2C(=CC(OC)=C(OC)C=2)N=C[N:3]=1.[CH3:16][O:17][C:18]1[C:26]([O:27][CH3:28])=[CH:25][C:21]([C:22](O)=[O:23])=[C:20]([N+:29]([O-:31])=[O:30])[CH:19]=1.S(Cl)(Cl)=O.N, predict the reaction product. The product is: [CH3:16][O:17][C:18]1[C:26]([O:27][CH3:28])=[CH:25][C:21]([C:22]([NH2:3])=[O:23])=[C:20]([N+:29]([O-:31])=[O:30])[CH:19]=1. (2) Given the reactants [NH2:1][CH2:2][CH2:3][CH2:4][C:5]([OH:7])=[O:6].[OH-].[Na+].C([O:14][C:15](OC(OC(C)(C)C)=O)=[O:16])(C)(C)C.O.[C:26](O)([CH3:29])([CH3:28])[CH3:27], predict the reaction product. The product is: [C:5]([CH2:4][CH2:3][CH:2]([NH2:1])[C:15]([OH:16])=[O:14])([O:7][C:26]([CH3:29])([CH3:28])[CH3:27])=[O:6]. (3) Given the reactants [CH2:1]([O:8][C:9]1[CH:18]=[C:17]2[C:12]([C:13]([Cl:19])=[CH:14][CH:15]=[N:16]2)=[CH:11][CH:10]=1)[C:2]1[CH:7]=[CH:6][CH:5]=[CH:4][CH:3]=1.O[C:21]1[CH:33]=[CH:32][C:24]2[C:25]([C:29]([OH:31])=[O:30])=[C:26]([CH3:28])[O:27][C:23]=2[CH:22]=1.[C:34]([O-:37])([O-])=O.[Cs+].[Cs+].O, predict the reaction product. The product is: [CH2:1]([O:8][C:9]1[CH:18]=[C:17]2[C:12]([C:13]([Cl:19])=[CH:14][CH:15]=[N:16]2)=[CH:11][CH:10]=1)[C:2]1[CH:3]=[CH:4][CH:5]=[CH:6][CH:7]=1.[CH2:1]([O:8][C:9]1[CH:18]=[C:17]2[C:12]([C:34]([O:37][C:32]3[C:24]4[C:25]([C:29]([OH:31])=[O:30])=[C:26]([CH3:28])[O:27][C:23]=4[CH:22]=[CH:21][CH:33]=3)=[CH:14][CH:15]=[N:16]2)=[CH:11][CH:10]=1)[C:2]1[CH:3]=[CH:4][CH:5]=[CH:6][CH:7]=1. (4) Given the reactants [Cl:1][C:2]1[N:3]=[N:4][C:5](Cl)=[CH:6][CH:7]=1.[NH:9]1[CH2:14][CH2:13][CH:12]([C:15]([O:17][CH2:18][CH3:19])=[O:16])[CH2:11][CH2:10]1.C(N(CC)CC)C.C(OCC)(=O)C, predict the reaction product. The product is: [Cl:1][C:2]1[N:3]=[N:4][C:5]([N:9]2[CH2:14][CH2:13][CH:12]([C:15]([O:17][CH2:18][CH3:19])=[O:16])[CH2:11][CH2:10]2)=[CH:6][CH:7]=1. (5) Given the reactants [F:1][C:2]1[CH:11]=[C:10](F)[C:9]([F:13])=[CH:8][C:3]=1[C:4]([O:6][CH3:7])=[O:5].[C-:14]#[N:15].[Na+], predict the reaction product. The product is: [C:14]([C:10]1[C:9]([F:13])=[CH:8][C:3]([C:4]([O:6][CH3:7])=[O:5])=[C:2]([F:1])[CH:11]=1)#[N:15]. (6) Given the reactants Cl.[C@H:2]12[CH2:8][C@H:5]([CH2:6][CH2:7]1)[C@@H:4]([C:9](O)=[O:10])[NH:3]2.[AlH4-].[Li+], predict the reaction product. The product is: [C@H:2]12[CH2:8][C@H:5]([CH2:6][CH2:7]1)[C@@H:4]([CH2:9][OH:10])[NH:3]2. (7) Given the reactants C(OC([N:8]1[CH2:13][CH2:12][O:11][CH:10]([C:14](=[O:43])[NH:15][C@H:16]([C:32]([C:34]2[S:35][C:36]3[CH:42]=[CH:41][CH:40]=[CH:39][C:37]=3[N:38]=2)=[O:33])[CH2:17][CH2:18][CH2:19][CH2:20][NH:21][C:22]([O:24][CH2:25][C:26]2[CH:31]=[CH:30][CH:29]=[CH:28][CH:27]=2)=[O:23])[CH2:9]1)=O)(C)(C)C.[ClH:44].CC(=O)OCC, predict the reaction product. The product is: [ClH:44].[CH2:25]([O:24][C:22](=[O:23])[NH:21][CH2:20][CH2:19][CH2:18][CH2:17][C@H:16]([NH:15][C:14]([CH:10]1[O:11][CH2:12][CH2:13][NH:8][CH2:9]1)=[O:43])[C:32]([C:34]1[S:35][C:36]2[CH:42]=[CH:41][CH:40]=[CH:39][C:37]=2[N:38]=1)=[O:33])[C:26]1[CH:31]=[CH:30][CH:29]=[CH:28][CH:27]=1.